This data is from Catalyst prediction with 721,799 reactions and 888 catalyst types from USPTO. The task is: Predict which catalyst facilitates the given reaction. (1) Reactant: [Br:1][C:2]1[C:7]([C:8]([NH2:10])=[O:9])=[C:6]([OH:11])[C:5]([O:12][CH3:13])=[CH:4][CH:3]=1.[CH2:14]=O.[C:16](=[O:19])([O-])[O-].[Na+].[Na+]. Product: [Br:1][C:2]1[C:7]2[C:8](=[O:9])[N:10]([CH2:16][OH:19])[CH2:14][O:11][C:6]=2[C:5]([O:12][CH3:13])=[CH:4][CH:3]=1. The catalyst class is: 106. (2) Reactant: [CH3:1][O:2][C:3]1[C:8]([C:9]2[N:13]=[C:12]([C:14](OCC)=[O:15])[N:11]([CH3:19])[N:10]=2)=[C:7]([O:20][CH3:21])[N:6]=[CH:5][N:4]=1.[H-].[H-].[H-].[H-].[Li+].[Al+3].[O-]S([O-])(=O)=O.[Na+].[Na+].[OH-].[Na+]. Product: [CH3:21][O:20][C:7]1[C:8]([C:9]2[N:13]=[C:12]([CH2:14][OH:15])[N:11]([CH3:19])[N:10]=2)=[C:3]([O:2][CH3:1])[N:4]=[CH:5][N:6]=1. The catalyst class is: 20. (3) Reactant: [CH3:1][S:2]([O:5][C:6]1[CH:11]=[CH:10][C:9]([C:12]2([C:20]3[CH:25]=[CH:24][C:23]([F:26])=[C:22](Br)[CH:21]=3)[C:16](=[O:17])[N:15]([CH3:18])[C:14]([NH2:19])=[N:13]2)=[CH:8][CH:7]=1)(=[O:4])=[O:3].[C:28]1(B(O)O)[CH2:33][CH2:32][CH2:31][CH2:30][CH:29]=1.C(=O)([O-])[O-].[K+].[K+].O. Product: [CH3:1][S:2]([O:5][C:6]1[CH:11]=[CH:10][C:9]([C:12]2([C:20]3[CH:25]=[CH:24][C:23]([F:26])=[C:22]([C:28]4[CH2:33][CH2:32][CH2:31][CH2:30][CH:29]=4)[CH:21]=3)[C:16](=[O:17])[N:15]([CH3:18])[C:14]([NH2:19])=[N:13]2)=[CH:8][CH:7]=1)(=[O:4])=[O:3]. The catalyst class is: 54. (4) Reactant: [Br:1][C:2]1[S:6][C:5]([CH:7]=[O:8])=[CH:4][CH:3]=1.[F:9][C:10]1[CH:15]=[CH:14][C:13]([Mg]Br)=[CH:12][CH:11]=1. Product: [Br:1][C:2]1[S:6][C:5]([CH:7]([C:13]2[CH:14]=[CH:15][C:10]([F:9])=[CH:11][CH:12]=2)[OH:8])=[CH:4][CH:3]=1. The catalyst class is: 7. (5) Reactant: CC(C)=O.OS(O)(=O)=O.O=[Cr](=O)=O.[CH3:14][C:15]([C@H:17]1[C@@H:21]2[C@@H:22]3[C@@:35]([CH3:38])([CH2:36][CH2:37][C@@:20]2([C:44]([OH:46])=[O:45])[CH2:19][CH2:18]1)[C@@:34]1([CH3:39])[C@@H:25]([C@:26]2([CH3:43])[C@@H:31]([CH2:32][CH2:33]1)[C:30]([CH3:41])([CH3:40])[C@@H:29]([OH:42])[CH2:28][CH2:27]2)[CH2:24][CH2:23]3)=[CH2:16]. Product: [CH3:16][C:15]([C@H:17]1[C@@H:21]2[C@@H:22]3[C@@:35]([CH3:38])([CH2:36][CH2:37][C@@:20]2([C:44]([OH:46])=[O:45])[CH2:19][CH2:18]1)[C@@:34]1([CH3:39])[C@@H:25]([C@:26]2([CH3:43])[C@@H:31]([CH2:32][CH2:33]1)[C:30]([CH3:41])([CH3:40])[C:29](=[O:42])[CH2:28][CH2:27]2)[CH2:24][CH2:23]3)=[CH2:14]. The catalyst class is: 21. (6) Reactant: [CH2:1]([O:3][C:4](=[O:27])[NH:5][C:6]1[CH:11]=[CH:10][C:9]([CH2:12][NH:13][C:14]2[CH:19]=[CH:18][C:17]([C:20]([CH3:23])([CH3:22])[CH3:21])=[CH:16][CH:15]=2)=[CH:8][C:7]=1[N+:24]([O-])=O)[CH3:2].S(S([O-])=O)([O-])=O.[Na+].[Na+]. Product: [CH2:1]([O:3][C:4](=[O:27])[NH:5][C:6]1[CH:11]=[CH:10][C:9]([CH2:12][NH:13][C:14]2[CH:19]=[CH:18][C:17]([C:20]([CH3:22])([CH3:21])[CH3:23])=[CH:16][CH:15]=2)=[CH:8][C:7]=1[NH2:24])[CH3:2]. The catalyst class is: 30. (7) Reactant: [C:1]([O:5][C:6](=[O:30])[CH2:7][N:8]1[C:16]2[C:11](=[CH:12][C:13]([Cl:17])=[CH:14][CH:15]=2)[C:10]([C:18]2[C:27]3[C:22](=[CH:23][CH:24]=[CH:25][CH:26]=3)[C:21](Cl)=[N:20][N:19]=2)=[C:9]1[CH3:29])([CH3:4])([CH3:3])[CH3:2].[OH-:31].[Na+]. Product: [C:1]([O:5][C:6](=[O:30])[CH2:7][N:8]1[C:16]2[C:11](=[CH:12][C:13]([Cl:17])=[CH:14][CH:15]=2)[C:10]([C:18]2[C:27]3[C:22](=[CH:23][CH:24]=[CH:25][CH:26]=3)[C:21](=[O:31])[NH:20][N:19]=2)=[C:9]1[CH3:29])([CH3:4])([CH3:2])[CH3:3]. The catalyst class is: 52. (8) Reactant: [Cl:1][C:2]1[CH:3]=[C:4]2[C:8](=[CH:9][CH:10]=1)[C:7](=[O:11])[CH:6]([S:12]([CH3:15])(=[O:14])=[O:13])[CH2:5]2.[B-](F)(F)(F)[F:17].[B-](F)(F)(F)F.C1[N+]2(CCl)CC[N+](F)(CC2)C1. Product: [Cl:1][C:2]1[CH:3]=[C:4]2[C:8](=[CH:9][CH:10]=1)[C:7](=[O:11])[C:6]([F:17])([S:12]([CH3:15])(=[O:14])=[O:13])[CH2:5]2. The catalyst class is: 192. (9) Reactant: [NH2:1][C@@H:2]([CH2:33][C:34]1[CH:39]=[CH:38][CH:37]=[CH:36][CH:35]=1)[C@@H:3]([OH:32])[CH2:4][C@H:5]([NH:19][C:20]([C@@H:22]([NH:27][C:28](=[O:31])[O:29][CH3:30])[C:23]([CH3:26])([CH3:25])[CH3:24])=[O:21])[CH2:6][C:7]1[CH:12]=[CH:11][C:10]([C:13]2[CH:18]=[CH:17][CH:16]=[CH:15][N:14]=2)=[CH:9][CH:8]=1.[CH3:40][C@@H:41]([CH2:60][CH3:61])[C@H:42]([N:46]1[CH2:50][CH2:49][N:48]([CH2:51][C:52]2[CH:57]=[CH:56][CH:55]=[C:54]([CH3:58])[N:53]=2)[C:47]1=[O:59])[C:43](O)=[O:44].CCOP(ON1N=NC2C=CC=CC=2C1=O)(OCC)=O.C(N(CC)C(C)C)(C)C. Product: [OH:32][C@H:3]([C@@H:2]([NH:1][C:43](=[O:44])[C@@H:42]([N:46]1[CH2:50][CH2:49][N:48]([CH2:51][C:52]2[CH:57]=[CH:56][CH:55]=[C:54]([CH3:58])[N:53]=2)[C:47]1=[O:59])[CH:41]([CH3:40])[CH2:60][CH3:61])[CH2:33][C:34]1[CH:35]=[CH:36][CH:37]=[CH:38][CH:39]=1)[CH2:4][C@H:5]([NH:19][C:20]([C@@H:22]([NH:27][C:28](=[O:31])[O:29][CH3:30])[C:23]([CH3:26])([CH3:25])[CH3:24])=[O:21])[CH2:6][C:7]1[CH:12]=[CH:11][C:10]([C:13]2[CH:18]=[CH:17][CH:16]=[CH:15][N:14]=2)=[CH:9][CH:8]=1. The catalyst class is: 1.